This data is from Reaction yield outcomes from USPTO patents with 853,638 reactions. The task is: Predict the reaction yield, written as a fraction of the theoretical maximum amount of product (1.0 means a 100% yield; for example, 0.34 means a 34% yield). (1) The reactants are C([O-])(=O)C.[K+].ClCCl.I[C:10]1[CH:11]=[C:12]2[C:17](=[CH:18][CH:19]=1)[O:16][CH2:15][CH2:14][C@@H:13]2[NH:20][C:21](=[O:27])[O:22][C:23]([CH3:26])([CH3:25])[CH3:24].[B:28]1([B:28]2[O:32][C:31]([CH3:34])([CH3:33])[C:30]([CH3:36])([CH3:35])[O:29]2)[O:32][C:31]([CH3:34])([CH3:33])[C:30]([CH3:36])([CH3:35])[O:29]1. The catalyst is CS(C)=O.C(OCC)C. The product is [CH3:35][C:30]1([CH3:36])[C:31]([CH3:34])([CH3:33])[O:32][B:28]([C:10]2[CH:11]=[C:12]3[C:17](=[CH:18][CH:19]=2)[O:16][CH2:15][CH2:14][C@@H:13]3[NH:20][C:21](=[O:27])[O:22][C:23]([CH3:26])([CH3:25])[CH3:24])[O:29]1. The yield is 0.980. (2) The reactants are Br[C:2]1[CH:3]=[N:4][C:5]([Cl:8])=[N:6][CH:7]=1.[Zn]([CH2:10][CH2:11][C:12]([F:15])([F:14])[F:13])[CH2:10][CH2:11][C:12]([F:15])([F:14])[F:13]. The catalyst is C1COCC1.CC(C)([P](C(C)(C)C)([Pd][P](C(C)(C)C)(C(C)(C)C)C(C)(C)C)C(C)(C)C)C. The product is [Cl:8][C:5]1[N:4]=[CH:3][C:2]([CH2:10][CH2:11][C:12]([F:15])([F:14])[F:13])=[CH:7][N:6]=1. The yield is 0.460. (3) The reactants are [OH:1][C:2]1[N:9]=[C:8]([C:10]([F:13])([F:12])[F:11])[CH:7]=[C:6]([CH3:14])[C:3]=1[C:4]#[N:5].[H-].[Al+3].[Li+].[H-].[H-].[H-]. The catalyst is O1CCCC1. The product is [NH2:5][CH2:4][C:3]1[C:2]([OH:1])=[N:9][C:8]([C:10]([F:11])([F:12])[F:13])=[CH:7][C:6]=1[CH3:14]. The yield is 0.780.